Dataset: Forward reaction prediction with 1.9M reactions from USPTO patents (1976-2016). Task: Predict the product of the given reaction. Given the reactants [CH2:1]([C:3]1[CH:8]=[CH:7][CH:6]=[CH:5][N:4]=1)[CH3:2].[CH2:9]([Li])CCC.IC, predict the reaction product. The product is: [CH:1]([C:3]1[CH:8]=[CH:7][CH:6]=[CH:5][N:4]=1)([CH3:9])[CH3:2].